From a dataset of Forward reaction prediction with 1.9M reactions from USPTO patents (1976-2016). Predict the product of the given reaction. (1) Given the reactants [N:1]1([C:6]2[CH:11]=[CH:10][C:9]([NH:12][C:13]([NH2:15])=[S:14])=[CH:8][CH:7]=2)[CH:5]=[N:4][CH:3]=[N:2]1.Cl[CH:17]([CH2:21][C:22]1[CH:27]=[CH:26][CH:25]=[C:24]([Cl:28])[CH:23]=1)[C:18](=O)[CH3:19].C(N(CC)C(C)C)(C)C.ClC(Cl)=O, predict the reaction product. The product is: [Cl:28][C:24]1[CH:23]=[C:22]([CH:27]=[CH:26][CH:25]=1)[CH2:21][C:17]1[S:14][C:13]([NH:12][C:9]2[CH:8]=[CH:7][C:6]([N:1]3[CH:5]=[N:4][CH:3]=[N:2]3)=[CH:11][CH:10]=2)=[N:15][C:18]=1[CH3:19]. (2) Given the reactants [CH3:1][CH:2]1[CH2:7][C:6]([C:8]2[CH:13]=[CH:12][CH:11]=[CH:10][CH:9]=2)=[N:5][NH:4][C:3]1=[O:14].[Cl-].[Cl-].[Ca+2].Cl.[OH-].[Na+], predict the reaction product. The product is: [CH3:1][C:2]1[C:3](=[O:14])[NH:4][N:5]=[C:6]([C:8]2[CH:13]=[CH:12][CH:11]=[CH:10][CH:9]=2)[CH:7]=1. (3) The product is: [F:26][C:27]1[CH:35]=[CH:34][C:30]([C:31]([NH:12][C:10]2[O:11][C:7]3[C:6]([C:13]4[CH:14]=[CH:15][CH:16]=[CH:17][CH:18]=4)=[CH:5][CH:4]=[C:3]([O:2][CH3:1])[C:8]=3[N:9]=2)=[O:32])=[CH:29][CH:28]=1. Given the reactants [CH3:1][O:2][C:3]1[C:8]2[N:9]=[C:10]([NH2:12])[O:11][C:7]=2[C:6]([C:13]2[CH:18]=[CH:17][CH:16]=[CH:15][CH:14]=2)=[CH:5][CH:4]=1.C(N(CC)CC)C.[F:26][C:27]1[CH:35]=[CH:34][C:30]([C:31](Cl)=[O:32])=[CH:29][CH:28]=1, predict the reaction product. (4) Given the reactants C[O:2][C:3](=[O:24])/[CH:4]=[CH:5]/[C:6]1[CH:7]=[C:8]2[C:20](=[CH:21][CH:22]=1)[O:19][C:11]1([CH2:17][CH2:16][CH2:15][N:14]([CH3:18])[CH2:13][CH2:12]1)[CH2:10][C:9]2=[O:23].Cl, predict the reaction product. The product is: [CH3:18][N:14]1[CH2:15][CH2:16][CH2:17][C:11]2([CH2:10][C:9](=[O:23])[C:8]3[C:20](=[CH:21][CH:22]=[C:6](/[CH:5]=[CH:4]/[C:3]([OH:24])=[O:2])[CH:7]=3)[O:19]2)[CH2:12][CH2:13]1. (5) The product is: [CH3:22][O:23][C:24](=[O:35])[C:25]1[CH:30]=[CH:29][C:28]([NH:31][C:32]([N:17]([C:16]2[N:8]([C:5]3[CH:6]=[CH:7][C:2]([Cl:1])=[CH:3][CH:4]=3)[N:9]=[C:10]3[C:15]=2[CH:14]=[CH:13][CH:12]=[CH:11]3)[CH:18]2[CH2:21][CH2:20][CH2:19]2)=[O:33])=[C:27]([Cl:34])[CH:26]=1. Given the reactants [Cl:1][C:2]1[CH:7]=[CH:6][C:5]([N:8]2[C:16]([NH:17][CH:18]3[CH2:21][CH2:20][CH2:19]3)=[C:15]3[C:10]([CH:11]=[CH:12][CH:13]=[CH:14]3)=[N:9]2)=[CH:4][CH:3]=1.[CH3:22][O:23][C:24](=[O:35])[C:25]1[CH:30]=[CH:29][C:28]([N:31]=[C:32]=[O:33])=[C:27]([Cl:34])[CH:26]=1.CCN(CC)CC, predict the reaction product.